This data is from Catalyst prediction with 721,799 reactions and 888 catalyst types from USPTO. The task is: Predict which catalyst facilitates the given reaction. (1) Reactant: [NH2:1][CH2:2][CH2:3][CH2:4][CH2:5][CH2:6][CH2:7][O:8][C:9]1[CH:49]=[CH:48][C:12]([CH2:13][NH:14][C:15]2[N:20]=[C:19]([O:21][CH2:22][C:23]([F:26])([F:25])[F:24])[N:18]=[C:17]([NH:27][C:28]3[CH:47]=[CH:46][C:31]([C:32]([NH:34][CH:35]([CH:40]4[CH2:45][CH2:44][CH2:43][NH:42][CH2:41]4)[C:36]([O:38]C)=[O:37])=[O:33])=[CH:30][CH:29]=3)[N:16]=2)=[CH:11][CH:10]=1.C([O-])([O-])=O.[K+].[K+].O.Cl. Product: [NH2:1][CH2:2][CH2:3][CH2:4][CH2:5][CH2:6][CH2:7][O:8][C:9]1[CH:10]=[CH:11][C:12]([CH2:13][NH:14][C:15]2[N:20]=[C:19]([O:21][CH2:22][C:23]([F:26])([F:25])[F:24])[N:18]=[C:17]([NH:27][C:28]3[CH:29]=[CH:30][C:31]([C:32]([NH:34][CH:35]([CH:40]4[CH2:45][CH2:44][CH2:43][NH:42][CH2:41]4)[C:36]([OH:38])=[O:37])=[O:33])=[CH:46][CH:47]=3)[N:16]=2)=[CH:48][CH:49]=1. The catalyst class is: 21. (2) Product: [CH2:1]([O:3][C:4]([C:6]1[O:7][C:8]2[CH:15]=[CH:14][CH:13]=[C:12]([O:16][CH2:17][CH3:18])[C:9]=2[C:10]=1[CH3:11])=[O:5])[CH3:2]. The catalyst class is: 3. Reactant: [CH2:1]([O:3][C:4]([C:6]1[O:7][C:8]2[CH:15]=[CH:14][CH:13]=[C:12]([OH:16])[C:9]=2[C:10]=1[CH3:11])=[O:5])[CH3:2].[CH2:17](I)[CH3:18].C([O-])([O-])=O.[K+].[K+]. (3) Product: [F:1][CH:2]([F:14])[O:3][C:4]1[CH:5]=[C:6]2[C:10](=[CH:11][CH:12]=1)[NH:9][N:8]=[C:7]2[Sn:26]([CH2:28][CH2:29][CH2:30][CH3:31])([CH2:32][CH2:33][CH2:34][CH3:35])[CH2:22][CH2:23][CH2:24][CH3:25]. The catalyst class is: 1. Reactant: [F:1][CH:2]([F:14])[O:3][C:4]1[CH:5]=[C:6]2[C:10](=[CH:11][CH:12]=1)[NH:9][N:8]=[C:7]2I.[H-].[Na+].C([Mg]Cl)(C)C.[CH2:22]([Sn:26]([CH2:32][CH2:33][CH2:34][CH3:35])([CH2:28][CH2:29][CH2:30][CH3:31])Cl)[CH2:23][CH2:24][CH3:25]. (4) Reactant: [CH:1]([N:4]1[C:12]2[CH:11]=[C:10]3[N:13]=[C:14]([C:16]4[C:24]5[C:19](=[CH:20][CH:21]=[C:22]([N+:25]([O-])=O)[CH:23]=5)[NH:18][N:17]=4)[NH:15][C:9]3=[CH:8][C:7]=2[C:6]([CH3:29])([CH3:28])[C:5]1=[O:30])([CH3:3])[CH3:2].NC1C=C2C(=CC=1N)N(C(C)C)C(=O)C2(C)C.[N+](C1C=C2C(=CC=1)NN=C2C=O)([O-])=O.C1COCC1. Product: [NH2:25][C:22]1[CH:23]=[C:24]2[C:19](=[CH:20][CH:21]=1)[NH:18][N:17]=[C:16]2[C:14]1[NH:15][C:9]2=[CH:8][C:7]3[C:6]([CH3:28])([CH3:29])[C:5](=[O:30])[N:4]([CH:1]([CH3:2])[CH3:3])[C:12]=3[CH:11]=[C:10]2[N:13]=1. The catalyst class is: 19. (5) Reactant: [N:1]([CH2:4][CH:5]1[CH2:9][O:8]C(C)(C)[O:6]1)=[N+:2]=[N-:3].Cl.[S:13](Cl)([C:16]1[CH:22]=[CH:21][C:19]([CH3:20])=[CH:18][CH:17]=1)(=[O:15])=[O:14].O. Product: [CH3:20][C:19]1[CH:21]=[CH:22][C:16]([S:13]([O:8][CH2:9][CH:5]([OH:6])[CH2:4][N:1]=[N+:2]=[N-:3])(=[O:15])=[O:14])=[CH:17][CH:18]=1. The catalyst class is: 459. (6) The catalyst class is: 85. Product: [C:11]([C:10]1[CH:13]=[C:14]([C:17]2[N:22]=[C:21]([NH:23][C:24]3[CH:29]=[CH:28][C:27]([N:30]4[CH2:31][CH2:32][N:33]([CH:36]5[CH2:39][O:38][CH2:37]5)[CH2:34][CH2:35]4)=[CH:26][CH:25]=3)[N:20]=[CH:19][N:18]=2)[CH:15]=[CH:16][C:9]=1[O:8][C@H:7]1[CH2:6][CH2:5][N:4]([C:78](=[O:79])[C@@H:77]([NH:76][C:73](=[O:75])[CH3:74])[CH3:81])[CH2:3][C@H:2]1[F:1])#[N:12]. Reactant: [F:1][C@H:2]1[C@@H:7]([O:8][C:9]2[CH:16]=[CH:15][C:14]([C:17]3[N:22]=[C:21]([NH:23][C:24]4[CH:29]=[CH:28][C:27]([N:30]5[CH2:35][CH2:34][N:33]([CH:36]6[CH2:39][O:38][CH2:37]6)[CH2:32][CH2:31]5)=[CH:26][CH:25]=4)[N:20]=[CH:19][N:18]=3)=[CH:13][C:10]=2[C:11]#[N:12])[CH2:6][CH2:5][NH:4][CH2:3]1.CN(C(ON1N=NC2C=CC=NC1=2)=[N+](C)C)C.F[P-](F)(F)(F)(F)F.CCN(C(C)C)C(C)C.[C:73]([NH:76][C@@H:77]([CH3:81])[C:78](O)=[O:79])(=[O:75])[CH3:74]. (7) Reactant: Cl.[O:2]1[CH2:7][CH2:6][N:5]([CH2:8][C:9]([N:11]2[CH2:16][CH2:15][N:14]([CH2:17][C:18]3[CH:19]=[C:20]4[C:25](=[CH:26][CH:27]=3)[CH2:24][N:23](C(OC(C)(C)C)=O)[CH2:22][CH2:21]4)[CH2:13][CH2:12]2)=[O:10])[CH2:4][CH2:3]1. Product: [O:2]1[CH2:7][CH2:6][N:5]([CH2:8][C:9]([N:11]2[CH2:16][CH2:15][N:14]([CH2:17][C:18]3[CH:19]=[C:20]4[C:25](=[CH:26][CH:27]=3)[CH2:24][NH:23][CH2:22][CH2:21]4)[CH2:13][CH2:12]2)=[O:10])[CH2:4][CH2:3]1. The catalyst class is: 4.